From a dataset of Full USPTO retrosynthesis dataset with 1.9M reactions from patents (1976-2016). Predict the reactants needed to synthesize the given product. (1) Given the product [CH3:1][S:2]([C:5]1[CH:19]=[C:18]([CH:17]=[C:7]([O:8][CH2:9][CH2:10][N:11]2[CH2:12][CH2:13][O:14][CH2:15][CH2:16]2)[CH:6]=1)[NH2:20])(=[O:3])=[O:4], predict the reactants needed to synthesize it. The reactants are: [CH3:1][S:2]([C:5]1[CH:6]=[C:7]([CH:17]=[C:18]([N+:20]([O-])=O)[CH:19]=1)[O:8][CH2:9][CH2:10][N:11]1[CH2:16][CH2:15][O:14][CH2:13][CH2:12]1)(=[O:4])=[O:3]. (2) The reactants are: [NH:1]1[CH2:6][CH2:5][NH:4][CH2:3][C:2]1=[O:7].[C:8]([N:11]1[C:20]2[C:15](=[CH:16][C:17]([C:21]3[CH:26]=[CH:25][C:24]([CH:27]=O)=[CH:23][CH:22]=3)=[CH:18][CH:19]=2)[C@H:14]([NH:29][C:30](=[O:35])[O:31][CH:32]([CH3:34])[CH3:33])[CH2:13][C@@H:12]1[CH3:36])(=[O:10])[CH3:9].C(O[BH-](OC(=O)C)OC(=O)C)(=O)C.[Na+].N.[Cl:52]CCl. Given the product [ClH:52].[C:8]([N:11]1[C:20]2[C:15](=[CH:16][C:17]([C:21]3[CH:26]=[CH:25][C:24]([CH2:27][N:4]4[CH2:5][CH2:6][NH:1][C:2](=[O:7])[CH2:3]4)=[CH:23][CH:22]=3)=[CH:18][CH:19]=2)[C@H:14]([NH:29][C:30](=[O:35])[O:31][CH:32]([CH3:33])[CH3:34])[CH2:13][C@@H:12]1[CH3:36])(=[O:10])[CH3:9], predict the reactants needed to synthesize it.